From a dataset of Forward reaction prediction with 1.9M reactions from USPTO patents (1976-2016). Predict the product of the given reaction. The product is: [Cl:16][C:13]1[CH:14]=[CH:15][C:10]([NH:9][C:7](=[O:8])[C:6]2[CH:17]=[CH:18][CH:19]=[CH:20][C:5]=2[OH:4])=[N:11][CH:12]=1. Given the reactants C([O:4][C:5]1[CH:20]=[CH:19][CH:18]=[CH:17][C:6]=1[C:7]([NH:9][C:10]1[CH:15]=[CH:14][C:13]([Cl:16])=[CH:12][N:11]=1)=[O:8])(=O)C, predict the reaction product.